This data is from Reaction yield outcomes from USPTO patents with 853,638 reactions. The task is: Predict the reaction yield, written as a fraction of the theoretical maximum amount of product (1.0 means a 100% yield; for example, 0.34 means a 34% yield). (1) The reactants are Cl.[CH:2]1([NH:5][C:6]([NH:8][C:9]2[CH:14]=[CH:13][C:12]([C:15]3[N:16]=[C:17]([N:24]4[CH2:29][CH2:28][O:27][CH2:26][C@@H:25]4[CH3:30])[C:18]4[CH2:23][NH:22][CH2:21][C:19]=4[N:20]=3)=[C:11]([F:31])[CH:10]=2)=[O:7])[CH2:4][CH2:3]1.C(N(CC)CC)C.[C:39](Cl)(=[O:43])[CH:40]([CH3:42])[CH3:41]. The catalyst is CN(C=O)C. The product is [CH:2]1([NH:5][C:6]([NH:8][C:9]2[CH:14]=[CH:13][C:12]([C:15]3[N:16]=[C:17]([N:24]4[CH2:29][CH2:28][O:27][CH2:26][C@@H:25]4[CH3:30])[C:18]4[CH2:23][N:22]([C:39](=[O:43])[CH:40]([CH3:42])[CH3:41])[CH2:21][C:19]=4[N:20]=3)=[C:11]([F:31])[CH:10]=2)=[O:7])[CH2:3][CH2:4]1. The yield is 0.450. (2) The reactants are [CH3:1][NH:2][C:3]([C:5]1[C:13]2[C:8](=[CH:9][C:10]([O:14]C)=[CH:11][CH:12]=2)[N:7]([CH3:16])[CH:6]=1)=[O:4].B(Br)(Br)Br. No catalyst specified. The product is [CH3:1][NH:2][C:3]([C:5]1[C:13]2[C:8](=[CH:9][C:10]([OH:14])=[CH:11][CH:12]=2)[N:7]([CH3:16])[CH:6]=1)=[O:4]. The yield is 0.510. (3) The product is [C:21]1([CH3:24])[CH:22]=[CH:23][C:18]([NH:16][CH2:9][C:10]2[CH:15]=[CH:14][CH:13]=[CH:12][CH:11]=2)=[CH:19][CH:20]=1. The yield is 0.860. The reactants are [O-]P([O-])([O-])=O.[K+].[K+].[K+].[CH2:9]([NH2:16])[C:10]1[CH:15]=[CH:14][CH:13]=[CH:12][CH:11]=1.I[C:18]1[CH:23]=[CH:22][C:21]([CH3:24])=[CH:20][CH:19]=1.C(O)CO. The catalyst is [Cu]I.CCCCCC.C(OCC)(=O)C.CC(O)C. (4) The reactants are [N+:1]([C:4]1[CH:11]=[CH:10][C:7]([NH:8][CH3:9])=[CH:6][CH:5]=1)([O-:3])=[O:2].CCN(CC)CC.[CH2:19]([O:26][CH2:27][C:28](Cl)=[O:29])[C:20]1[CH:25]=[CH:24][CH:23]=[CH:22][CH:21]=1. The catalyst is C(Cl)Cl.CCOC(C)=O. The product is [CH2:19]([O:26][CH2:27][C:28]([N:8]([CH3:9])[C:7]1[CH:6]=[CH:5][C:4]([N+:1]([O-:3])=[O:2])=[CH:11][CH:10]=1)=[O:29])[C:20]1[CH:25]=[CH:24][CH:23]=[CH:22][CH:21]=1. The yield is 0.700. (5) The reactants are [CH3:1][O:2][C:3]1[CH:4]=[C:5]2[C:9](=[CH:10][C:11]=1[O:12][CH3:13])[C:8](=[O:14])[CH2:7][CH2:6]2.[CH2:15]([N:22]1[CH2:27][CH2:26][CH:25]([CH:28]=O)[CH2:24][CH2:23]1)[C:16]1[CH:21]=[CH:20][CH:19]=[CH:18][CH:17]=1.[OH-].[K+]. The catalyst is O1CCCC1.O. The product is [CH2:15]([N:22]1[CH2:27][CH2:26][CH:25]([CH:28]=[C:7]2[CH2:6][C:5]3[C:9](=[CH:10][C:11]([O:12][CH3:13])=[C:3]([O:2][CH3:1])[CH:4]=3)[C:8]2=[O:14])[CH2:24][CH2:23]1)[C:16]1[CH:21]=[CH:20][CH:19]=[CH:18][CH:17]=1. The yield is 1.00. (6) The reactants are [O:1]=[C:2]1[CH2:8][CH2:7][CH2:6][NH:5][CH2:4][CH2:3]1.Cl.[OH-].[Na+].[C:12]([O:16][C:17](OC([O-])=O)=[O:18])([CH3:15])([CH3:14])[CH3:13]. The catalyst is CC(O)(C)C.O. The product is [C:12]([O:16][C:17]([N:5]1[CH2:6][CH2:7][CH2:8][C:2](=[O:1])[CH2:3][CH2:4]1)=[O:18])([CH3:15])([CH3:14])[CH3:13]. The yield is 0.840.